This data is from Reaction yield outcomes from USPTO patents with 853,638 reactions. The task is: Predict the reaction yield, written as a fraction of the theoretical maximum amount of product (1.0 means a 100% yield; for example, 0.34 means a 34% yield). (1) The reactants are [CH2:1]([O:3][C:4]([C:6]1[CH:11]=[CH:10][CH:9]=[CH:8][C:7]=1[N:12]1[CH2:27][CH:15]2[CH2:16][N:17](C(OC(C)(C)C)=O)[CH2:18][CH2:19][N:14]2[C:13]1=[O:28])=[O:5])[CH3:2].[BrH:29].C(O)C. No catalyst specified. The product is [BrH:29].[O:28]=[C:13]1[N:14]2[CH2:19][CH2:18][NH:17][CH2:16][CH:15]2[CH2:27][N:12]1[C:7]1[CH:8]=[CH:9][CH:10]=[CH:11][C:6]=1[C:4]([O:3][CH2:1][CH3:2])=[O:5]. The yield is 0.870. (2) The reactants are [C:1]1([S:7]([N:10]2[C:18]3[C:13](=[C:14]([N:19]4[CH2:24][CH2:23][N:22](CC5C=CC=CC=5)[CH2:21][CH2:20]4)[CH:15]=[CH:16][CH:17]=3)[CH:12]=[N:11]2)(=[O:9])=[O:8])[CH:6]=[CH:5][CH:4]=[CH:3][CH:2]=1.[Cl:32]C(OC(Cl)C)=O. The product is [ClH:32].[C:1]1([S:7]([N:10]2[C:18]3[C:13](=[C:14]([N:19]4[CH2:24][CH2:23][NH:22][CH2:21][CH2:20]4)[CH:15]=[CH:16][CH:17]=3)[CH:12]=[N:11]2)(=[O:9])=[O:8])[CH:2]=[CH:3][CH:4]=[CH:5][CH:6]=1. The catalyst is ClCCCl. The yield is 0.630. (3) The reactants are C[O:2][C:3]([C@@H:5]1[CH2:10][CH2:9][CH2:8][CH2:7][N:6]1[C:11]1[C:20]([N+:21]([O-])=O)=[CH:19][C:14]([C:15]([O:17][CH3:18])=[O:16])=[CH:13][N:12]=1)=O.P(OC1C=CC=CC=1)(OC1C=CC=CC=1)OC1C=CC=CC=1.[H][H]. The catalyst is ClCCl.N.O[V](=O)=O.[Pt]. The product is [O:2]=[C:3]1[NH:21][C:20]2[CH:19]=[C:14]([C:15]([O:17][CH3:18])=[O:16])[CH:13]=[N:12][C:11]=2[N:6]2[CH2:7][CH2:8][CH2:9][CH2:10][C@@H:5]12. The yield is 0.890. (4) The reactants are [CH3:1][N:2]1[CH2:7][CH2:6][CH:5]([C:8]([C:10]2[CH:15]=[CH:14][CH:13]=[CH:12][CH:11]=2)=O)[CH2:4][CH2:3]1.[BH3-]C#[N:18].[Na+]. The catalyst is CO. The product is [CH3:1][N:2]1[CH2:7][CH2:6][CH:5]([CH:8]([C:10]2[CH:15]=[CH:14][CH:13]=[CH:12][CH:11]=2)[NH2:18])[CH2:4][CH2:3]1. The yield is 0.960. (5) The reactants are O[CH:2]=[C:3]1[C:11]2[C:6](=[CH:7][C:8]([C:12]([C:14]3[CH:15]=[C:16]([NH:20][C:21]([C:23]4[N:24]([CH3:29])[N:25]=[C:26]([CH3:28])[CH:27]=4)=[O:22])[CH:17]=[CH:18][CH:19]=3)=[O:13])=[CH:9][CH:10]=2)[NH:5][C:4]1=[O:30].[C:31]([O:35][C:36](=[O:46])[NH:37][CH2:38][C:39]1[CH:44]=[CH:43][C:42]([NH2:45])=[CH:41][CH:40]=1)([CH3:34])([CH3:33])[CH3:32]. The catalyst is C1COCC1. The product is [C:31]([O:35][C:36](=[O:46])[NH:37][CH2:38][C:39]1[CH:40]=[CH:41][C:42]([NH:45][CH:2]=[C:3]2[C:11]3[C:6](=[CH:7][C:8]([C:12](=[O:13])[C:14]4[CH:19]=[CH:18][CH:17]=[C:16]([NH:20][C:21]([C:23]5[N:24]([CH3:29])[N:25]=[C:26]([CH3:28])[CH:27]=5)=[O:22])[CH:15]=4)=[CH:9][CH:10]=3)[NH:5][C:4]2=[O:30])=[CH:43][CH:44]=1)([CH3:34])([CH3:32])[CH3:33]. The yield is 0.480. (6) The reactants are [NH2:1][C:2]1[CH:10]=[CH:9][C:5]([C:6]([OH:8])=[O:7])=[CH:4][C:3]=1[Cl:11].[C:12](Cl)(=[O:14])[CH3:13]. The catalyst is C1COCC1. The product is [C:12]([NH:1][C:2]1[CH:10]=[CH:9][C:5]([C:6]([OH:8])=[O:7])=[CH:4][C:3]=1[Cl:11])(=[O:14])[CH3:13]. The yield is 0.940. (7) The reactants are [CH3:1][C@@H:2]1[N:13]([CH3:14])[C:12](=[O:15])[C@H:11]([CH2:16][C:17]([O:19][C:20]([CH3:23])([CH3:22])[CH3:21])=[O:18])[CH2:10][CH:9]=[CH:8][CH2:7][CH2:6][C:5](=[O:24])[O:4][C@@H:3]1[C:25]1[CH:30]=[CH:29][CH:28]=[CH:27][CH:26]=1. The catalyst is CO.[Pd]. The product is [CH3:1][C@@H:2]1[N:13]([CH3:14])[C:12](=[O:15])[C@H:11]([CH2:16][C:17]([O:19][C:20]([CH3:23])([CH3:22])[CH3:21])=[O:18])[CH2:10][CH2:9][CH2:8][CH2:7][CH2:6][C:5](=[O:24])[O:4][C@@H:3]1[C:25]1[CH:26]=[CH:27][CH:28]=[CH:29][CH:30]=1. The yield is 0.970.